From a dataset of Forward reaction prediction with 1.9M reactions from USPTO patents (1976-2016). Predict the product of the given reaction. (1) Given the reactants C(OC([NH:8][CH:9]1[CH2:14][CH2:13][N:12]([C:15](=[O:23])[CH2:16][CH2:17][C:18]([O:20][CH2:21][CH3:22])=[O:19])[CH2:11][CH2:10]1)=O)(C)(C)C.[ClH:24].CCO, predict the reaction product. The product is: [ClH:24].[ClH:24].[NH2:8][CH:9]1[CH2:14][CH2:13][N:12]([C:15](=[O:23])[CH2:16][CH2:17][C:18]([O:20][CH2:21][CH3:22])=[O:19])[CH2:11][CH2:10]1. (2) Given the reactants [CH:1]([C:4]1[CH:9]=[CH:8][CH:7]=[C:6]([CH3:10])[C:5]=1[N:11]=[C:12]=[O:13])([CH3:3])[CH3:2].Cl[C:15]1[CH:20]=[CH:19][CH:18]=[C:17]([CH3:21])[C:16]=1N=C=O.[CH:25]1[CH:30]=[CH:29][C:28]([C@@H:31]([NH:35][C:36]([O:38]CC2C3C(=CC=CC=3)C3C2=CC=CC=3)=O)[C:32]([OH:34])=[O:33])=[CH:27][CH:26]=1.C1CC[CH:56]([C@H:59]([NH:63]C(OCC2C3C(=CC=CC=3)C3C2=CC=CC=3)=O)[C:60](O)=O)CC1, predict the reaction product. The product is: [CH:1]([C:4]1[CH:9]=[CH:8][CH:7]=[C:6]([CH3:10])[C:5]=1[NH:11][C:12]([NH:63][C:59]1[C:56]([C:36]([NH:35][CH:31]([C:28]2[CH:27]=[CH:26][CH:25]=[CH:30][CH:29]=2)[C:32]([OH:34])=[O:33])=[O:38])=[CH:21][C:17]2[C:16]([CH:60]=1)=[CH:15][CH:20]=[CH:19][CH:18]=2)=[O:13])([CH3:3])[CH3:2].